From a dataset of Reaction yield outcomes from USPTO patents with 853,638 reactions. Predict the reaction yield, written as a fraction of the theoretical maximum amount of product (1.0 means a 100% yield; for example, 0.34 means a 34% yield). (1) The reactants are [CH3:1][N:2]([C:11]1[CH:16]=[CH:15][CH:14]=[CH:13][C:12]=1[F:17])[N:3]=CC1C=CC=CC=1. The catalyst is Cl. The product is [CH3:1][N:2]([C:11]1[CH:16]=[CH:15][CH:14]=[CH:13][C:12]=1[F:17])[NH2:3]. The yield is 0.930. (2) The reactants are C([O:3][C:4](=O)[CH2:5][CH2:6][CH2:7][CH2:8][CH2:9]I)C.C(OC(=O)CCCCCCI)C.[CH:24]1[C:33]2[C:28](=[CH:29][CH:30]=[CH:31][CH:32]=2)[CH:27]=[CH:26][C:25]=1[C:34](Cl)=[O:35].C(Cl)(=O)C1C=CC=CC=1.[NH2:46][OH:47].Cl. The catalyst is C(N(CC)CC)C. The product is [OH:47][NH:46][C:4](=[O:3])[CH2:5][CH2:6][CH2:7][CH2:8][CH2:9][C:34]([C:25]1[CH:26]=[CH:27][C:28]2[C:33](=[CH:32][CH:31]=[CH:30][CH:29]=2)[CH:24]=1)=[O:35]. The yield is 0.550. (3) The reactants are [O:1]1[C:5]2[CH:6]=[CH:7][C:8]([C:10]3([C:13]([NH:15][C:16]4[CH:17]=[C:18]([C:23]5[CH:28]=[CH:27][C:26]([CH2:29][NH:30][CH3:31])=[CH:25][CH:24]=5)[C:19]([CH3:22])=[CH:20][CH:21]=4)=[O:14])[CH2:12][CH2:11]3)=[CH:9][C:4]=2[O:3][CH2:2]1.[CH3:32][S:33](Cl)(=[O:35])=[O:34].CCN(CC)CC. The catalyst is CN(C)C=O. The product is [O:1]1[C:5]2[CH:6]=[CH:7][C:8]([C:10]3([C:13]([NH:15][C:16]4[CH:17]=[C:18]([C:23]5[CH:24]=[CH:25][C:26]([CH2:29][N:30]([CH3:31])[S:33]([CH3:32])(=[O:35])=[O:34])=[CH:27][CH:28]=5)[C:19]([CH3:22])=[CH:20][CH:21]=4)=[O:14])[CH2:11][CH2:12]3)=[CH:9][C:4]=2[O:3][CH2:2]1. The yield is 0.640. (4) The reactants are [NH:1]1[CH2:6][CH2:5][CH2:4][CH:3]([NH:7][C:8]([C:10]2[S:14][C:13]([C:15]3[CH:20]=[CH:19][C:18]([Cl:21])=[CH:17][CH:16]=3)=[N:12][C:11]=2[CH3:22])=[O:9])[CH2:2]1.[CH:23]([C:25]1[CH:26]=[C:27](OB(O)O)[CH:28]=[CH:29][C:30]=1[F:31])=[O:24]. No catalyst specified. The product is [Cl:21][C:18]1[CH:17]=[CH:16][C:15]([C:13]2[S:14][C:10]([C:8]([NH:7][CH:3]3[CH2:4][CH2:5][CH2:6][N:1]([C:27]4[CH:28]=[CH:29][C:30]([F:31])=[C:25]([CH:26]=4)[CH:23]=[O:24])[CH2:2]3)=[O:9])=[C:11]([CH3:22])[N:12]=2)=[CH:20][CH:19]=1. The yield is 0.170. (5) The reactants are [F:1][C:2]1[CH:7]=[CH:6][CH:5]=[CH:4][C:3]=1[C:8]1[NH:12][CH:11]=[C:10]([CH:13]=[O:14])[CH:9]=1.[O-]S(C(F)(F)[F:20])(=O)=O.ClC1C=CC=C(Cl)[N+]=1F.C(=O)([O-])O.[Na+]. The catalyst is O1CCCC1. The product is [F:20][C:9]1[C:10]([CH:13]=[O:14])=[CH:11][NH:12][C:8]=1[C:3]1[CH:4]=[CH:5][CH:6]=[CH:7][C:2]=1[F:1]. The yield is 0.130.